From a dataset of Catalyst prediction with 721,799 reactions and 888 catalyst types from USPTO. Predict which catalyst facilitates the given reaction. (1) Reactant: C([O:8][NH:9][C:10](=[O:32])[CH2:11][CH2:12][CH2:13][CH2:14][CH2:15][CH2:16][CH2:17][O:18][C:19]1[C:31]2[C:30]3[C:25](=[CH:26][CH:27]=[CH:28][CH:29]=3)[NH:24][C:23]=2[CH:22]=[CH:21][CH:20]=1)C1C=CC=CC=1. Product: [OH:8][NH:9][C:10](=[O:32])[CH2:11][CH2:12][CH2:13][CH2:14][CH2:15][CH2:16][CH2:17][O:18][C:19]1[C:31]2[C:30]3[C:25](=[CH:26][CH:27]=[CH:28][CH:29]=3)[NH:24][C:23]=2[CH:22]=[CH:21][CH:20]=1. The catalyst class is: 45. (2) Reactant: [CH2:1]([O:3][CH:4]([O:9][CH2:10][CH3:11])[C:5](=[NH:8])OC)[CH3:2].CN[N:14]=[C:15]([C:17]1[CH:22]=[CH:21][CH:20]=[C:19]([CH3:23])[N:18]=1)[NH2:16].[C:24](O)(=O)C.C([O-])([O-])=O.[K+].[K+]. Product: [CH2:10]([O:9][CH:4]([O:3][CH2:1][CH3:2])[C:5]1[N:8]([CH3:24])[N:16]=[C:15]([C:17]2[CH:22]=[CH:21][CH:20]=[C:19]([CH3:23])[N:18]=2)[N:14]=1)[CH3:11]. The catalyst class is: 5. (3) Reactant: [Br:1][C:2]1[CH:7]=[CH:6][C:5]([CH:8]([OH:11])[CH2:9]Cl)=[C:4]([F:12])[CH:3]=1.[NH2:13][CH2:14][CH2:15][OH:16]. Product: [Br:1][C:2]1[CH:7]=[CH:6][C:5]([CH:8]([OH:11])[CH2:9][NH:13][CH2:14][CH2:15][OH:16])=[C:4]([F:12])[CH:3]=1. The catalyst class is: 220. (4) Reactant: [F:1][C:2]1[C:3]([N+:9]([O-:11])=[O:10])=[C:4]([CH:6]=[CH:7][CH:8]=1)[NH2:5].C1C(=O)N([Br:19])C(=O)C1. Product: [Br:19][C:8]1[CH:7]=[CH:6][C:4]([NH2:5])=[C:3]([N+:9]([O-:11])=[O:10])[C:2]=1[F:1]. The catalyst class is: 3. (5) Reactant: [C:1]1([CH2:11][C:12](O)=[O:13])[CH:6]=[CH:5][CH:4]=[C:3]([CH2:7][C:8](O)=[O:9])[CH:2]=1.[H-].[Al+3].[Li+].[H-].[H-].[H-]. Product: [C:3]1([CH2:7][CH2:8][OH:9])[CH:4]=[CH:5][CH:6]=[C:1]([CH2:11][CH2:12][OH:13])[CH:2]=1. The catalyst class is: 7. (6) The catalyst class is: 35. Reactant: [Cl:1][C:2]1[CH:7]=[CH:6][C:5]([Cl:8])=[CH:4][C:3]=1[CH2:9][C:10]1[O:14][CH:13]=[N:12][C:11]=1[C:15]([OH:17])=O.[CH:18]1([N:21]2[C:30]3[C:25](=[CH:26][CH:27]=[CH:28][CH:29]=3)[NH:24][CH2:23][CH2:22]2)[CH2:20][CH2:19]1.CCN=C=NCCCN(C)C.C1C=NC2N(O)N=NC=2C=1. Product: [CH:18]1([N:21]2[C:30]3[C:25](=[CH:26][CH:27]=[CH:28][CH:29]=3)[N:24]([C:15]([C:11]3[N:12]=[CH:13][O:14][C:10]=3[CH2:9][C:3]3[CH:4]=[C:5]([Cl:8])[CH:6]=[CH:7][C:2]=3[Cl:1])=[O:17])[CH2:23][CH2:22]2)[CH2:20][CH2:19]1. (7) Reactant: [CH3:1][O:2][C:3](=[O:14])[C:4]1[CH:9]=[CH:8][C:7](Cl)=[CH:6][C:5]=1[N+:11]([O-:13])=[O:12].[NH:15]1[CH2:21][CH2:20][CH2:19][C@H:16]1[CH2:17][OH:18].CN1CCCC1=O.C(OCC)(=O)C. The catalyst class is: 6. Product: [CH3:1][O:2][C:3](=[O:14])[C:4]1[CH:9]=[CH:8][C:7]([N:15]2[CH2:21][CH2:20][CH2:19][CH:16]2[CH2:17][OH:18])=[CH:6][C:5]=1[N+:11]([O-:13])=[O:12].